Dataset: Reaction yield outcomes from USPTO patents with 853,638 reactions. Task: Predict the reaction yield, written as a fraction of the theoretical maximum amount of product (1.0 means a 100% yield; for example, 0.34 means a 34% yield). (1) The yield is 0.960. The reactants are [CH3:1][O:2][C:3](=[O:23])[C:4]1[CH:9]=[C:8](/[CH:10]=[C:11]2\[C:12](=[O:21])[NH:13][C:14]3[C:19]\2=[CH:18][CH:17]=[C:16]([Cl:20])[CH:15]=3)[CH:7]=[C:6]([Cl:22])[CH:5]=1.[C:24]([O:28][C:29](O[C:29]([O:28][C:24]([CH3:27])([CH3:26])[CH3:25])=[O:30])=[O:30])([CH3:27])([CH3:26])[CH3:25].C(N(CC)CC)C. The catalyst is CN(C)C1C=CN=CC=1.ClCCl. The product is [C:24]([O:28][C:29]([N:13]1[C:14]2[C:19](=[CH:18][CH:17]=[C:16]([Cl:20])[CH:15]=2)/[C:11](=[CH:10]/[C:8]2[CH:9]=[C:4]([C:3]([O:2][CH3:1])=[O:23])[CH:5]=[C:6]([Cl:22])[CH:7]=2)/[C:12]1=[O:21])=[O:30])([CH3:27])([CH3:26])[CH3:25]. (2) The reactants are Br[C:2]1[CH:3]=[C:4]([CH2:8][CH2:9][C:10]([NH:12][CH:13]2[CH2:15][CH2:14]2)=[O:11])[CH:5]=[CH:6][CH:7]=1.[CH3:16][C:17]1([CH3:33])[C:21]([CH3:23])([CH3:22])[O:20][B:19]([B:19]2[O:20][C:21]([CH3:23])([CH3:22])[C:17]([CH3:33])([CH3:16])[O:18]2)[O:18]1.CC([O-])=O.[K+]. The catalyst is O1CCOCC1.C1C=CC(P(C2C=CC=CC=2)[C-]2C=CC=C2)=CC=1.C1C=CC(P(C2C=CC=CC=2)[C-]2C=CC=C2)=CC=1.Cl[Pd]Cl.[Fe+2]. The product is [CH:13]1([NH:12][C:10](=[O:11])[CH2:9][CH2:8][C:4]2[CH:5]=[CH:6][CH:7]=[C:2]([B:19]3[O:20][C:21]([CH3:23])([CH3:22])[C:17]([CH3:33])([CH3:16])[O:18]3)[CH:3]=2)[CH2:15][CH2:14]1. The yield is 0.920. (3) The reactants are P(Cl)(Cl)(Cl)(Cl)Cl.[CH3:7][N:8]1[CH2:13]N(C)CN(C)[CH2:9]1.[F:16][C:17]1[CH:41]=[CH:40][CH:39]=[C:38]([F:42])[C:18]=1[C:19]([NH:21][C:22]([NH:24][C:25]1[CH:30]=[CH:29][C:28]([S:31]([CH:34]([F:36])[F:35])(=[O:33])=[O:32])=[CH:27][C:26]=1[F:37])=[O:23])=[O:20].C(N(CC)CC)C.[OH-].[Na+]. The catalyst is ClCCl. The product is [F:16][C:17]1[CH:41]=[CH:40][CH:39]=[C:38]([F:42])[C:18]=1[C:19]([N:21]1[CH2:9][N:8]([CH3:13])[CH2:7][N:24]([C:25]2[CH:30]=[CH:29][C:28]([S:31]([CH:34]([F:35])[F:36])(=[O:32])=[O:33])=[CH:27][C:26]=2[F:37])[C:22]1=[O:23])=[O:20]. The yield is 0.730. (4) The reactants are Cl.[NH2:2][CH2:3][C@@H:4]([C:6]1[CH:15]=[CH:14][C:13]([OH:16])=[C:12]2[C:7]=1[CH:8]=[CH:9][C:10](=[O:17])[NH:11]2)[OH:5].C(N(CC)CC)C.[C:25]1([C@H:31]([NH:62][C:63]([O:65][C@@H:66]2[CH:71]3[CH2:72][CH2:73][N:68]([CH2:69][CH2:70]3)[CH2:67]2)=[O:64])[C:32]2[CH:33]=[C:34]([CH:59]=[CH:60][CH:61]=2)[O:35][CH2:36][C:37]2[CH:58]=[CH:57][C:40]([C:41]([N:43]3[CH2:48][CH2:47][CH:46]([C:49]([O:51][CH2:52][CH2:53][CH2:54][CH:55]=O)=[O:50])[CH2:45][CH2:44]3)=[O:42])=[CH:39][CH:38]=2)[CH:30]=[CH:29][CH:28]=[CH:27][CH:26]=1.C(O[BH-](OC(=O)C)OC(=O)C)(=O)C.[Na+].C(O)(=O)C. The catalyst is CO. The product is [C:25]1([C@H:31]([NH:62][C:63]([O:65][C@@H:66]2[CH:71]3[CH2:70][CH2:69][N:68]([CH2:73][CH2:72]3)[CH2:67]2)=[O:64])[C:32]2[CH:33]=[C:34]([CH:59]=[CH:60][CH:61]=2)[O:35][CH2:36][C:37]2[CH:58]=[CH:57][C:40]([C:41]([N:43]3[CH2:44][CH2:45][CH:46]([C:49]([O:51][CH2:52][CH2:53][CH2:54][CH2:55][NH:2][CH2:3][C@H:4]([OH:5])[C:6]4[CH:15]=[CH:14][C:13]([OH:16])=[C:12]5[C:7]=4[CH:8]=[CH:9][C:10](=[O:17])[NH:11]5)=[O:50])[CH2:47][CH2:48]3)=[O:42])=[CH:39][CH:38]=2)[CH:26]=[CH:27][CH:28]=[CH:29][CH:30]=1. The yield is 0.160.